This data is from Full USPTO retrosynthesis dataset with 1.9M reactions from patents (1976-2016). The task is: Predict the reactants needed to synthesize the given product. (1) Given the product [CH3:10][N:12]([CH3:13])[C:7]([C:5]1[CH:4]=[N:3][N:2]([CH3:1])[CH:6]=1)=[O:9], predict the reactants needed to synthesize it. The reactants are: [CH3:1][N:2]1[CH:6]=[C:5]([C:7]([OH:9])=O)[CH:4]=[N:3]1.[CH2:10]([N:12](CC)[CH2:13]C)C.CN(C(ON1N=NC2C=CC=CC1=2)=[N+](C)C)C.[B-](F)(F)(F)F.Cl.CNC. (2) Given the product [Cl:31][C:28]1[CH:27]=[CH:26][C:25]([CH:22]([O:23][CH3:24])[CH2:21][CH2:20][CH2:19][OH:18])=[CH:30][CH:29]=1, predict the reactants needed to synthesize it. The reactants are: C([Si]([O:18][CH2:19][CH2:20][CH2:21][CH:22]([C:25]1[CH:30]=[CH:29][C:28]([Cl:31])=[CH:27][CH:26]=1)[O:23][CH3:24])(C1C=CC=CC=1)C1C=CC=CC=1)(C)(C)C.CCCC[N+](CCCC)(CCCC)CCCC.[F-].